This data is from Forward reaction prediction with 1.9M reactions from USPTO patents (1976-2016). The task is: Predict the product of the given reaction. (1) Given the reactants [Cl:1][S:2]([OH:5])(=O)=[O:3].[CH2:6]([CH:8]1[CH:12]([CH3:13])[CH2:11][N:10]([C:14]([NH:16][CH2:17][CH2:18][C:19]2[CH:24]=[CH:23][CH:22]=[CH:21][CH:20]=2)=[O:15])[C:9]1=[C:25]=[O:26])[CH3:7], predict the reaction product. The product is: [CH2:6]([CH:8]1[CH:12]([CH3:13])[CH2:11][N:10]([C:14]([NH:16][CH2:17][CH2:18][C:19]2[CH:20]=[CH:21][C:22]([S:2]([Cl:1])(=[O:5])=[O:3])=[CH:23][CH:24]=2)=[O:15])[C:9]1=[C:25]=[O:26])[CH3:7]. (2) Given the reactants [N:1]1([CH2:6][CH2:7][OH:8])[CH:5]=[N:4][CH:3]=[N:2]1.[CH:9]([NH:12][C:13]([C@H:15]1[CH2:20][CH2:19][C@@H:18]([NH:21][C:22]2[C:27]([N+:28]([O-:30])=[O:29])=[CH:26][N:25]=[C:24](OCCOC)[CH:23]=2)[CH2:17][CH2:16]1)=[O:14])([CH3:11])[CH3:10], predict the reaction product. The product is: [N:1]1([CH2:6][CH2:7][O:8][C:24]2[CH:23]=[C:22]([NH:21][C@@H:18]3[CH2:19][CH2:20][C@H:15]([C:13]([NH:12][CH:9]([CH3:11])[CH3:10])=[O:14])[CH2:16][CH2:17]3)[C:27]([N+:28]([O-:30])=[O:29])=[CH:26][N:25]=2)[CH:5]=[N:4][CH:3]=[N:2]1.